From a dataset of Forward reaction prediction with 1.9M reactions from USPTO patents (1976-2016). Predict the product of the given reaction. Given the reactants Br[CH2:2][C:3]([C:5]1[C:10](=[O:11])[NH:9][C:8]([CH2:12][O:13][CH2:14][C:15]2[CH:20]=[CH:19][CH:18]=[CH:17][CH:16]=2)=[C:7]([C:21]([O:23][CH2:24][CH3:25])=[O:22])[CH:6]=1)=O.[C:26]1([S:32]([CH2:35][C:36](=[S:38])[NH2:37])(=[O:34])=[O:33])[CH:31]=[CH:30][CH:29]=[CH:28][CH:27]=1.C(Cl)Cl, predict the reaction product. The product is: [O:11]=[C:10]1[NH:9][C:8]([CH2:12][O:13][CH2:14][C:15]2[CH:20]=[CH:19][CH:18]=[CH:17][CH:16]=2)=[C:7]([C:21]([O:23][CH2:24][CH3:25])=[O:22])[CH:6]=[C:5]1[C:3]1[N:37]=[C:36]([CH2:35][S:32]([C:26]2[CH:31]=[CH:30][CH:29]=[CH:28][CH:27]=2)(=[O:34])=[O:33])[S:38][CH:2]=1.